Dataset: Forward reaction prediction with 1.9M reactions from USPTO patents (1976-2016). Task: Predict the product of the given reaction. (1) Given the reactants [Cl:1][C:2]1[CH:23]=[C:22](CN)[CH:21]=[CH:20][C:3]=1[C:4]([NH:6][C:7]1[CH:12]=[CH:11][C:10]([Cl:13])=[C:9]([C:14]2[CH:19]=[CH:18][CH:17]=[CH:16][N:15]=2)[CH:8]=1)=[O:5].CC(O)=O.C=O.C(O[BH-](OC(=O)C)OC(=O)C)(=O)C.[Na+].[CH3:46][N:47]([CH:49]=O)[CH3:48], predict the reaction product. The product is: [Cl:1][C:2]1[CH:23]=[C:22]([CH2:49][N:47]([CH3:46])[CH3:48])[CH:21]=[CH:20][C:3]=1[C:4]([NH:6][C:7]1[CH:12]=[CH:11][C:10]([Cl:13])=[C:9]([C:14]2[CH:19]=[CH:18][CH:17]=[CH:16][N:15]=2)[CH:8]=1)=[O:5]. (2) Given the reactants Cl[C:2]1[CH:7]=[CH:6][N:5]2[N:8]=[CH:9][C:10]([C:11]3[CH:16]=[C:15]([O:17][CH3:18])[C:14]([O:19][CH3:20])=[C:13]([O:21][CH3:22])[CH:12]=3)=[C:4]2[N:3]=1.[F:23][C:24]1[CH:30]=[CH:29][C:27]([NH2:28])=[CH:26][CH:25]=1.CCN(C(C)C)C(C)C, predict the reaction product. The product is: [F:23][C:24]1[CH:30]=[CH:29][C:27]([NH:28][C:2]2[CH:7]=[CH:6][N:5]3[N:8]=[CH:9][C:10]([C:11]4[CH:16]=[C:15]([O:17][CH3:18])[C:14]([O:19][CH3:20])=[C:13]([O:21][CH3:22])[CH:12]=4)=[C:4]3[N:3]=2)=[CH:26][CH:25]=1. (3) The product is: [CH3:16][Si:17]([CH3:24])([CH3:23])[O:3][C:2]1[N:4]=[C:5]([O:6][Si:17]([CH3:24])([CH3:23])[CH3:16])[CH:7]=[CH:8][N:1]=1. Given the reactants [NH:1]1[CH:8]=[CH:7][C:5](=[O:6])[NH:4][C:2]1=[O:3].S([O-])([O-])(=O)=O.[NH4+].[NH4+].[CH3:16][Si:17]([CH3:24])([CH3:23])N[Si:17]([CH3:24])([CH3:23])[CH3:16], predict the reaction product. (4) Given the reactants Br[Si](C)(C)C.[N:6]1([C@H:12]2[CH2:15][C@H:14]([O:16][C:17]3[CH:22]=[CH:21][C:20]([C:23]4[S:24][C:25]5[CH2:26][N:27]([CH2:32][P:33](=[O:40])([O:37]CC)[O:34]CC)[CH2:28][CH2:29][C:30]=5[N:31]=4)=[CH:19][CH:18]=3)[CH2:13]2)[CH2:11][CH2:10][CH2:9][CH2:8][CH2:7]1.O, predict the reaction product. The product is: [N:6]1([C@H:12]2[CH2:15][C@H:14]([O:16][C:17]3[CH:22]=[CH:21][C:20]([C:23]4[S:24][C:25]5[CH2:26][N:27]([CH2:32][P:33](=[O:34])([OH:40])[OH:37])[CH2:28][CH2:29][C:30]=5[N:31]=4)=[CH:19][CH:18]=3)[CH2:13]2)[CH2:7][CH2:8][CH2:9][CH2:10][CH2:11]1. (5) Given the reactants [NH2:1][C:2]1[CH:3]=[C:4]2[C:10]([CH2:11][OH:12])=[N:9][NH:8][C:5]2=[N:6][CH:7]=1.[F:13][C:14]1[C:22]([NH:23][S:24]([CH2:27][CH2:28][CH3:29])(=[O:26])=[O:25])=[CH:21][CH:20]=[C:19]([F:30])[C:15]=1[C:16](O)=[O:17].CCN=C=NCCCN(C)C.C1C=CC2N(O)N=NC=2C=1, predict the reaction product. The product is: [F:13][C:14]1[C:22]([NH:23][S:24]([CH2:27][CH2:28][CH3:29])(=[O:25])=[O:26])=[CH:21][CH:20]=[C:19]([F:30])[C:15]=1[C:16]([NH:1][C:2]1[CH:3]=[C:4]2[C:10]([CH2:11][OH:12])=[N:9][NH:8][C:5]2=[N:6][CH:7]=1)=[O:17]. (6) Given the reactants [Si]([O:8][C@@H:9]1[CH2:13][C:12]([C:14]2[CH:19]=[CH:18][CH:17]=[C:16]([F:20])[CH:15]=2)=[N:11][CH2:10]1)(C(C)(C)C)(C)C.CC(O)=O.[BH4-].[Na+], predict the reaction product. The product is: [F:20][C:16]1[CH:15]=[C:14]([C@@H:12]2[NH:11][CH2:10][C@H:9]([OH:8])[CH2:13]2)[CH:19]=[CH:18][CH:17]=1. (7) The product is: [Cl:36][CH2:14][C:10]1[CH:11]=[CH:12][CH:13]=[C:8]([O:1][C:2]2[CH:7]=[CH:6][CH:5]=[CH:4][CH:3]=2)[CH:9]=1. Given the reactants [O:1]([C:8]1[CH:9]=[C:10]([CH2:14]O)[CH:11]=[CH:12][CH:13]=1)[C:2]1[CH:7]=[CH:6][CH:5]=[CH:4][CH:3]=1.C1(P(C2C=CC=CC=2)C2C=CC=CC=2)C=CC=CC=1.C(Cl)(Cl)(Cl)[Cl:36], predict the reaction product.